From a dataset of Reaction yield outcomes from USPTO patents with 853,638 reactions. Predict the reaction yield, written as a fraction of the theoretical maximum amount of product (1.0 means a 100% yield; for example, 0.34 means a 34% yield). (1) The yield is 0.440. The catalyst is C(O)C. The reactants are [CH2:1]([O:3][C:4]([C@H:6]1[C@@H:11]([NH2:12])[C@H:10]2[CH2:13][C@@H:7]1[CH2:8][CH2:9]2)=[O:5])[CH3:2].[F:14][C:15]1[CH:16]=[C:17]([CH:20]=[CH:21][C:22]=1[CH3:23])[CH:18]=O.C(O)(=O)C.C([BH3-])#N.[Na+]. The product is [CH2:1]([O:3][C:4]([C@H:6]1[C@@H:11]([NH:12][CH2:18][C:17]2[CH:20]=[CH:21][C:22]([CH3:23])=[C:15]([F:14])[CH:16]=2)[C@H:10]2[CH2:13][C@@H:7]1[CH2:8][CH2:9]2)=[O:5])[CH3:2]. (2) The reactants are Br[C:2]1[S:6](=[O:8])(=[O:7])[C:5]2[CH:9]=[C:10]([O:13][CH3:14])[CH:11]=[CH:12][C:4]=2[C:3]=1[O:15][C:16]1[CH:21]=[CH:20][C:19]([Br:22])=[CH:18][CH:17]=1.[BH4-].[Na+]. The catalyst is CO.CS(C)=O. The product is [Br:22][C:19]1[CH:20]=[CH:21][C:16]([O:15][C:3]2[C:4]3[CH:12]=[CH:11][C:10]([O:13][CH3:14])=[CH:9][C:5]=3[S:6](=[O:8])(=[O:7])[CH:2]=2)=[CH:17][CH:18]=1. The yield is 0.970. (3) The reactants are Cl[C:2]1[N:7]2[N:8]=[C:9]([CH3:11])[CH:10]=[C:6]2[N:5]=[C:4]([NH:12][C:13]([C@@H:15]2[CH2:17][C@H:16]2[C:18]2[CH:23]=[CH:22][N:21]=[CH:20][CH:19]=2)=[O:14])[CH:3]=1.Cl.[NH:25]1[CH2:30][CH2:29][CH:28]([NH:31][C:32]([NH2:34])=[O:33])[CH2:27][CH2:26]1. The catalyst is CN1C(=O)CCC1.CS(C)=O.CO. The product is [CH3:11][C:9]1[CH:10]=[C:6]2[N:5]=[C:4]([NH:12][C:13]([CH:15]3[CH2:17][CH:16]3[C:18]3[CH:23]=[CH:22][N:21]=[CH:20][CH:19]=3)=[O:14])[CH:3]=[C:2]([N:25]3[CH2:30][CH2:29][CH:28]([NH:31][C:32]([NH2:34])=[O:33])[CH2:27][CH2:26]3)[N:7]2[N:8]=1. The yield is 0.0200. (4) The reactants are [CH3:1][S:2]([C:14]1[CH:19]=[CH:18][C:17]([O:20][CH3:21])=[CH:16][CH:15]=1)(=[N:4]S(CC[Si](C)(C)C)(=O)=O)=[O:3].CCCC[N+](CCCC)(CCCC)CCCC.[F-]. No catalyst specified. The product is [CH3:21][O:20][C:17]1[CH:16]=[CH:15][C:14]([S:2]([CH3:1])(=[NH:4])=[O:3])=[CH:19][CH:18]=1. The yield is 0.960. (5) The reactants are Cl.[CH:2]([N:5]1[C:9]([S:10]([CH3:13])(=[O:12])=[O:11])=[N:8][N:7]=[C:6]1[C:14]1[CH:19]=[C:18]([CH:20]([CH3:22])[CH3:21])[C:17]([O:23]COC)=[CH:16][C:15]=1[O:27]COC)([CH3:4])[CH3:3].OC1C=C(O)C(C(C)C)=CC=1C1N(C(C)C)C(=O)NN=1.C(=O)([O-])O.[Na+]. The catalyst is CO. The product is [CH:20]([C:18]1[CH:19]=[C:14]([C:6]2[N:5]([CH:2]([CH3:4])[CH3:3])[C:9]([S:10]([CH3:13])(=[O:12])=[O:11])=[N:8][N:7]=2)[C:15]([OH:27])=[CH:16][C:17]=1[OH:23])([CH3:21])[CH3:22]. The yield is 0.750. (6) The reactants are [C:1]([O:5][C@@H:6]([C:12]1[C:13]([CH3:34])=[N:14][C:15]2[N:16]([N:26]=[C:27]([C:29]([O:31]CC)=[O:30])[CH:28]=2)[C:17]=1[C:18]1[CH:23]=[CH:22][CH:21]=[CH:20][C:19]=1[CH:24]=[CH2:25])[C:7]([O:9][CH2:10][CH3:11])=[O:8])([CH3:4])([CH3:3])[CH3:2].[OH-].[Na+].O.Cl. The catalyst is C1COCC1. The product is [C:1]([O:5][C@@H:6]([C:12]1[C:13]([CH3:34])=[N:14][C:15]2[N:16]([N:26]=[C:27]([C:29]([OH:31])=[O:30])[CH:28]=2)[C:17]=1[C:18]1[CH:23]=[CH:22][CH:21]=[CH:20][C:19]=1[CH:24]=[CH2:25])[C:7]([O:9][CH2:10][CH3:11])=[O:8])([CH3:2])([CH3:3])[CH3:4]. The yield is 0.840. (7) The reactants are [CH3:1][O:2][C:3]1[CH:8]=[C:7]([O:9][C:10]([F:13])([F:12])[F:11])[CH:6]=[CH:5][C:4]=1[OH:14].[F:15][C:16]1[CH:23]=[C:22](F)[C:21]([F:25])=[CH:20][C:17]=1[C:18]#[N:19].C(=O)([O-])[O-].[K+].[K+]. The catalyst is CS(C)=O. The product is [F:15][C:16]1[CH:23]=[C:22]([O:14][C:4]2[CH:5]=[CH:6][C:7]([O:9][C:10]([F:12])([F:11])[F:13])=[CH:8][C:3]=2[O:2][CH3:1])[C:21]([F:25])=[CH:20][C:17]=1[C:18]#[N:19]. The yield is 1.00. (8) The reactants are COC1C=CC(C[NH:8][C:9]2[C:14]([N+:15]([O-:17])=[O:16])=[CH:13][CH:12]=[C:11]([O:18][C:19]3[CH:24]=[CH:23][CH:22]=[CH:21][CH:20]=3)[N:10]=2)=CC=1.FC(F)(F)C(O)=O. The catalyst is C1(C)C=CC=CC=1.O. The product is [N+:15]([C:14]1[C:9]([NH2:8])=[N:10][C:11]([O:18][C:19]2[CH:24]=[CH:23][CH:22]=[CH:21][CH:20]=2)=[CH:12][CH:13]=1)([O-:17])=[O:16]. The yield is 0.610.